This data is from Full USPTO retrosynthesis dataset with 1.9M reactions from patents (1976-2016). The task is: Predict the reactants needed to synthesize the given product. (1) The reactants are: [Br:1][C:2]1[CH:7]=[CH:6][C:5]([O:8][CH3:9])=[CH:4][C:3]=1[NH2:10].[CH3:11][C:12]1([CH3:20])[O:17][C:16](=[O:18])[CH2:15][C:14](=[O:19])[O:13]1.[CH:21](OCC)(OCC)OCC. Given the product [Br:1][C:2]1[CH:7]=[CH:6][C:5]([O:8][CH3:9])=[CH:4][C:3]=1[NH:10][CH:21]=[C:15]1[C:16](=[O:18])[O:17][C:12]([CH3:20])([CH3:11])[O:13][C:14]1=[O:19], predict the reactants needed to synthesize it. (2) The reactants are: [F:1][C:2]([F:32])([F:31])[C:3]1[CH:4]=[C:5]([C:15]2[N:16]=[C:17]([CH2:20][N:21]3[CH:25]=[C:24]([C:26]([O:28][CH2:29][CH3:30])=[O:27])[CH:23]=[N:22]3)[S:18][CH:19]=2)[CH:6]=[C:7]([C:9]#[C:10][Si](C)(C)C)[CH:8]=1.[F-].C([N+](CCCC)(CCCC)CCCC)CCC.O. Given the product [C:9]([C:7]1[CH:6]=[C:5]([C:15]2[N:16]=[C:17]([CH2:20][N:21]3[CH:25]=[C:24]([C:26]([O:28][CH2:29][CH3:30])=[O:27])[CH:23]=[N:22]3)[S:18][CH:19]=2)[CH:4]=[C:3]([C:2]([F:31])([F:32])[F:1])[CH:8]=1)#[CH:10], predict the reactants needed to synthesize it.